Predict the reactants needed to synthesize the given product. From a dataset of Full USPTO retrosynthesis dataset with 1.9M reactions from patents (1976-2016). (1) Given the product [O:3]=[C:4]1[CH2:5][S:6][C:7]2[CH:12]=[CH:11][C:10]([CH2:13][C:14]([O:16][CH3:17])=[O:15])=[CH:9][C:8]=2[NH:18]1, predict the reactants needed to synthesize it. The reactants are: C([O:3][C:4](=O)[CH2:5][S:6][C:7]1[CH:12]=[CH:11][C:10]([CH2:13][C:14]([O:16][CH3:17])=[O:15])=[CH:9][C:8]=1[N+:18]([O-])=O)C.C(O)(=O)C. (2) Given the product [OH:24][CH2:23][C:19]1[CH:18]=[C:17]([C:13]2[C:12]([CH3:25])=[CH:11][C:10]([O:9][CH2:8][C:2]3([OH:1])[CH2:7][CH2:6][S:5][CH2:4][CH2:3]3)=[CH:15][C:14]=2[CH3:16])[CH:22]=[CH:21][CH:20]=1, predict the reactants needed to synthesize it. The reactants are: [OH:1][C:2]1([CH2:8][O:9][C:10]2[CH:15]=[C:14]([CH3:16])[C:13]([C:17]3[CH:22]=[CH:21][CH:20]=[C:19]([CH:23]=[O:24])[CH:18]=3)=[C:12]([CH3:25])[CH:11]=2)[CH2:7][CH2:6][S:5][CH2:4][CH2:3]1.O1CCCC1.[BH4-].[Na+]. (3) The reactants are: [OH:1][C:2]1[CH:3]=[C:4]([CH:7]=[CH:8][CH:9]=1)[CH:5]=[O:6].C(=O)([O-])[O-].[K+].[K+].CS(O[CH:21]([CH3:31])[CH2:22][O:23][CH2:24][C:25]1[CH:30]=[CH:29][CH:28]=[CH:27][CH:26]=1)(=O)=O. Given the product [CH2:24]([O:23][CH2:22][CH:21]([O:1][C:2]1[CH:3]=[C:4]([CH:7]=[CH:8][CH:9]=1)[CH:5]=[O:6])[CH3:31])[C:25]1[CH:30]=[CH:29][CH:28]=[CH:27][CH:26]=1, predict the reactants needed to synthesize it. (4) Given the product [F:1][C:2]([F:29])([C:22]1[CH:27]=[CH:26][CH:25]=[C:24]([CH3:28])[CH:23]=1)[CH2:3][O:4][CH2:5][CH2:6][CH2:7][CH2:8][CH2:9][CH2:10][NH2:11], predict the reactants needed to synthesize it. The reactants are: [F:1][C:2]([F:29])([C:22]1[CH:27]=[CH:26][CH:25]=[C:24]([CH3:28])[CH:23]=1)[CH2:3][O:4][CH2:5][CH2:6][CH2:7][CH2:8][CH2:9][CH2:10][N:11]1C(=O)C2C(=CC=CC=2)C1=O.FC(F)(C1C=CC=CC=1)COCCCCCCN.